This data is from Forward reaction prediction with 1.9M reactions from USPTO patents (1976-2016). The task is: Predict the product of the given reaction. (1) Given the reactants [Br:1][C:2]1[C:8]([F:9])=[CH:7][C:5]([NH2:6])=[CH:4][C:3]=1[F:10].C(=O)([O-])[O-].[Ca+2].[C:16](Cl)(Cl)=[S:17], predict the reaction product. The product is: [Br:1][C:2]1[C:8]([F:9])=[CH:7][C:5]([N:6]=[C:16]=[S:17])=[CH:4][C:3]=1[F:10]. (2) Given the reactants Cl.[Cl:2][C:3]1[C:11]2[N:10]=[C:9]([CH:12]3[CH2:17][CH2:16][CH2:15][NH:14][CH2:13]3)[NH:8][C:7]=2[CH:6]=[CH:5][CH:4]=1.CCN(CC)CC.[N:25]([CH2:28][CH2:29][CH:30]1[CH2:35][CH2:34][N:33]([C:36]2[CH:41]=[CH:40][N:39]=[CH:38][CH:37]=2)[CH2:32][CH2:31]1)=[C:26]=[O:27], predict the reaction product. The product is: [N:33]1([C:36]2[CH:41]=[CH:40][N:39]=[CH:38][CH:37]=2)[CH2:32][CH2:31][CH:30]([CH2:29][CH2:28][NH:25][C:26]([N:14]2[CH2:15][CH2:16][CH2:17][CH:12]([C:9]3[NH:8][C:7]4[CH:6]=[CH:5][CH:4]=[C:3]([Cl:2])[C:11]=4[N:10]=3)[CH2:13]2)=[O:27])[CH2:35][CH2:34]1. (3) Given the reactants [CH:1]1([C:4]2[CH:5]=[CH:6][CH:7]=[C:8]3[C:12]=2[CH2:11][C:10]([CH2:13]C)=[CH:9]3)[CH2:3][CH2:2]1.BrC1C=CC=C2C=1CC(C)=C2.C([Mg]Br)(C)C.P(C(C)(C)C)(C(C)(C)C)C(C)(C)C.[NH4+].[Cl-], predict the reaction product. The product is: [CH:1]([C:4]1[CH:5]=[CH:6][CH:7]=[C:8]2[C:12]=1[CH2:11][C:10]([CH3:13])=[CH:9]2)([CH3:3])[CH3:2]. (4) Given the reactants Br[C:2]1[CH:3]=[C:4]2[C:9](=[CH:10][CH:11]=1)[C:8]([N:12]1[CH2:17][CH2:16][O:15][CH2:14][CH2:13]1)=[N:7][N:6]=[CH:5]2.[CH3:18][C:19]1[CH:27]=[CH:26][C:22]([C:23]([OH:25])=[O:24])=[CH:21][C:20]=1B1OC(C)(C)C(C)(C)O1.C(=O)([O-])[O-].[Na+].[Na+].O, predict the reaction product. The product is: [CH3:18][C:19]1[CH:27]=[CH:26][C:22]([C:23]([OH:25])=[O:24])=[CH:21][C:20]=1[C:2]1[CH:3]=[C:4]2[C:9](=[CH:10][CH:11]=1)[C:8]([N:12]1[CH2:17][CH2:16][O:15][CH2:14][CH2:13]1)=[N:7][N:6]=[CH:5]2. (5) The product is: [CH3:20][C:19](=[CH:1][C:3]1[S:4][C:5]([C:9]2[CH:14]=[CH:13][CH:12]=[CH:11][CH:10]=2)=[C:6]([CH3:8])[CH:7]=1)[C:18]([OH:22])=[O:17]. Given the reactants [CH:1]([C:3]1[S:4][C:5]([C:9]2[CH:14]=[CH:13][CH:12]=[CH:11][CH:10]=2)=[C:6]([CH3:8])[CH:7]=1)=O.C([O:17][C:18](=[O:22])[CH:19](Br)[CH3:20])C, predict the reaction product. (6) Given the reactants [C:1]([O:5][C:6]([N:8]1[C:12](=[O:13])[C:11]2([CH2:18][CH2:17][N:16]([S:19]([CH2:22][CH2:23][C:24]3[CH:29]=[CH:28][C:27]([C:30]([O:32][C:33]([CH3:36])([CH3:35])[CH3:34])=[O:31])=[CH:26][C:25]=3[CH3:37])(=[O:21])=[O:20])[CH2:15][CH2:14]2)[N:10]=[C:9]1[C:38]1[CH:43]=[C:42]([C:44]([F:47])([F:46])[F:45])[CH:41]=[C:40]([OH:48])[CH:39]=1)=[O:7])([CH3:4])([CH3:3])[CH3:2].[C:49]([O:53][C:54](=[O:66])[N:55]([CH2:57][CH2:58][O:59][CH2:60][CH2:61][O:62][CH2:63][CH2:64]O)[CH3:56])([CH3:52])([CH3:51])[CH3:50].C1(P(C2C=CC=CC=2)C2C=CC=CC=2)C=CC=CC=1.CN(C(/N=N/C(N(C)C)=O)=O)C, predict the reaction product. The product is: [C:1]([O:5][C:6]([N:8]1[C:12](=[O:13])[C:11]2([CH2:18][CH2:17][N:16]([S:19]([CH2:22][CH2:23][C:24]3[CH:29]=[CH:28][C:27]([C:30]([O:32][C:33]([CH3:34])([CH3:36])[CH3:35])=[O:31])=[CH:26][C:25]=3[CH3:37])(=[O:21])=[O:20])[CH2:15][CH2:14]2)[N:10]=[C:9]1[C:38]1[CH:43]=[C:42]([C:44]([F:46])([F:47])[F:45])[CH:41]=[C:40]([O:48][CH2:64][CH2:63][O:62][CH2:61][CH2:60][O:59][CH2:58][CH2:57][N:55]([C:54]([O:53][C:49]([CH3:50])([CH3:52])[CH3:51])=[O:66])[CH3:56])[CH:39]=1)=[O:7])([CH3:2])([CH3:3])[CH3:4]. (7) Given the reactants [C:1]1([S:7]([N:10]2[C:18]3[C:13](=[CH:14][C:15]([O:19][CH2:20][CH2:21][NH2:22])=[CH:16][CH:17]=3)[CH:12]=[CH:11]2)(=[O:9])=[O:8])[CH:6]=[CH:5][CH:4]=[CH:3][CH:2]=1.C(N(CC)CC)C.[C:30](Cl)(=[O:34])[CH:31]([CH3:33])[CH3:32], predict the reaction product. The product is: [CH3:32][CH:31]([CH3:33])[C:30]([NH:22][CH2:21][CH2:20][O:19][C:15]1[CH:14]=[C:13]2[C:18](=[CH:17][CH:16]=1)[N:10]([S:7]([C:1]1[CH:2]=[CH:3][CH:4]=[CH:5][CH:6]=1)(=[O:9])=[O:8])[CH:11]=[CH:12]2)=[O:34].